This data is from Forward reaction prediction with 1.9M reactions from USPTO patents (1976-2016). The task is: Predict the product of the given reaction. (1) Given the reactants [Cl:1][C:2]1[CH:7]=[C:6](I)[CH:5]=[C:4]([Cl:9])[C:3]=1[NH:10][C:11]1[C:20]2[CH:21]=[CH:22][N:23]=[C:24]([O:25][CH3:26])[C:19]=2[C:18]2[C:13](=[CH:14][CH:15]=[N:16][CH:17]=2)[N:12]=1.[CH3:27][N:28](C=O)C, predict the reaction product. The product is: [Cl:1][C:2]1[CH:7]=[C:6]([CH:5]=[C:4]([Cl:9])[C:3]=1[NH:10][C:11]1[C:20]2[CH:21]=[CH:22][N:23]=[C:24]([O:25][CH3:26])[C:19]=2[C:18]2[C:13](=[CH:14][CH:15]=[N:16][CH:17]=2)[N:12]=1)[C:27]#[N:28]. (2) Given the reactants C(=O)([O-])[O-].[K+].[K+].CN(C=O)C.Br.[OH:13][C:14]1[CH:19]=[CH:18][C:17]([C:20]2[N:21]=[C:22]3[N:26]([CH:27]=2)[CH:25]=[CH:24][S:23]3)=[CH:16][C:15]=1[O:28][CH3:29].[Cl:30][C:31]1[CH:38]=[CH:37][C:34]([CH2:35]Br)=[CH:33][CH:32]=1, predict the reaction product. The product is: [Cl:30][C:31]1[CH:38]=[CH:37][C:34]([CH2:35][O:13][C:14]2[CH:19]=[CH:18][C:17]([C:20]3[N:21]=[C:22]4[N:26]([CH:27]=3)[CH:25]=[CH:24][S:23]4)=[CH:16][C:15]=2[O:28][CH3:29])=[CH:33][CH:32]=1.